From a dataset of Forward reaction prediction with 1.9M reactions from USPTO patents (1976-2016). Predict the product of the given reaction. (1) Given the reactants [C:1]([OH:12])(=[O:11])[C:2]1[C:3](=[CH:7][CH:8]=[CH:9][CH:10]=1)[C:4]([O-:6])=[O:5].[K+:13].[OH-].[Na+:15], predict the reaction product. The product is: [OH-:5].[Na+:15].[C:1]([OH:12])(=[O:11])[C:2]1[C:3](=[CH:7][CH:8]=[CH:9][CH:10]=1)[C:4]([O-:6])=[O:5].[K+:13]. (2) Given the reactants [CH3:1][C:2]1[C:10]2[C:5](=[CH:6][C:7]([C:11]([O:13][CH3:14])=[O:12])=[CH:8][CH:9]=2)[NH:4][N:3]=1.[CH2:15](Br)[C:16]1[CH:21]=[CH:20][CH:19]=[CH:18][CH:17]=1.C(=O)([O-])[O-].[K+].[K+].C1OCCOCCOCCOCCOCCOC1, predict the reaction product. The product is: [CH2:15]([N:4]1[C:5]2[C:10](=[CH:9][CH:8]=[C:7]([C:11]([O:13][CH3:14])=[O:12])[CH:6]=2)[C:2]([CH3:1])=[N:3]1)[C:16]1[CH:21]=[CH:20][CH:19]=[CH:18][CH:17]=1.[CH2:15]([N:3]1[C:2]([CH3:1])=[C:10]2[C:5]([CH:6]=[C:7]([C:11]([O:13][CH3:14])=[O:12])[CH:8]=[CH:9]2)=[N:4]1)[C:16]1[CH:21]=[CH:20][CH:19]=[CH:18][CH:17]=1. (3) The product is: [NH:13]1[C:9]([CH:7]([C:4]2[CH:3]=[CH:2][N:1]=[CH:6][CH:5]=2)[CH2:33][C:34]2[CH:35]=[CH:5][CH:4]=[CH:3][CH:2]=2)=[CH:10][N:11]=[CH:12]1. Given the reactants [N:1]1[CH:6]=[CH:5][C:4]([CH:7]([C:9]2[N:13](C(C3C=CC=CC=3)(C3C=CC=CC=3)C3C=CC=CC=3)[CH:12]=[N:11][CH:10]=2)O)=[CH:3][CH:2]=1.[CH3:33][CH:34](O)[CH3:35].[OH-].[Na+], predict the reaction product. (4) Given the reactants [NH2:1][C:2]1[CH:3]=[C:4]([CH:9]=[C:10]([O:12][C:13]2[CH:22]=[CH:21][C:20]3[CH2:19][CH2:18][C@H:17]([N:23]([C:34]([O:36][C:37]([CH3:40])([CH3:39])[CH3:38])=[O:35])[CH2:24][C@@H:25]([C:27]4[CH:32]=[CH:31][CH:30]=[C:29]([Cl:33])[CH:28]=4)[OH:26])[CH2:16][C:15]=3[CH:14]=2)[CH:11]=1)[C:5]([O:7][CH3:8])=[O:6].O1CCCC1.Cl[C:47]([O:49][CH3:50])=[O:48], predict the reaction product. The product is: [C:37]([O:36][C:34]([N:23]([C@@H:17]1[CH2:16][C:15]2[CH:14]=[C:13]([O:12][C:10]3[CH:9]=[C:4]([CH:3]=[C:2]([NH:1][C:47]([O:49][CH3:50])=[O:48])[CH:11]=3)[C:5]([O:7][CH3:8])=[O:6])[CH:22]=[CH:21][C:20]=2[CH2:19][CH2:18]1)[CH2:24][C@@H:25]([C:27]1[CH:32]=[CH:31][CH:30]=[C:29]([Cl:33])[CH:28]=1)[OH:26])=[O:35])([CH3:40])([CH3:39])[CH3:38]. (5) The product is: [CH2:1]([O:3][C:4](=[O:41])[C:5]([CH3:40])([O:33][C:34]1[CH:35]=[CH:36][CH:37]=[CH:38][CH:39]=1)[CH2:6][C:7]1[CH:8]=[CH:9][C:10]([O:13][CH2:14][CH2:15][CH:16]2[CH2:20][N:19]([CH2:21][C:22]3[CH:31]=[CH:30][C:29]4[C:24](=[CH:25][CH:26]=[CH:27][CH:28]=4)[CH:23]=3)[C:18](=[O:32])[N:17]2[CH3:45])=[CH:11][CH:12]=1)[CH3:2]. Given the reactants [CH2:1]([O:3][C:4](=[O:41])[C:5]([CH3:40])([O:33][C:34]1[CH:39]=[CH:38][CH:37]=[CH:36][CH:35]=1)[CH2:6][C:7]1[CH:12]=[CH:11][C:10]([O:13][CH2:14][CH2:15][CH:16]2[CH2:20][N:19]([CH2:21][C:22]3[CH:31]=[CH:30][C:29]4[C:24](=[CH:25][CH:26]=[CH:27][CH:28]=4)[CH:23]=3)[C:18](=[O:32])[NH:17]2)=[CH:9][CH:8]=1)[CH3:2].[H-].[Na+].I[CH3:45], predict the reaction product. (6) Given the reactants Cl[C:2]1[CH:10]=[C:9]2[C:5]([C:6]([CH:11]=[O:12])=[CH:7][NH:8]2)=[CH:4][C:3]=1C1C=CC(OCC(C)(C)CO)=CC=1.CC(=CC)C.Cl([O-])=[O:32].[Na+].OP([O-])(O)=O.[Na+], predict the reaction product. The product is: [NH:8]1[C:9]2[C:5](=[CH:4][CH:3]=[CH:2][CH:10]=2)[C:6]([C:11]([OH:12])=[O:32])=[CH:7]1. (7) Given the reactants Cl[C:2]1[C:7]([N+:8]([O-:10])=[O:9])=[CH:6][CH:5]=[CH:4][N:3]=1.[CH2:11]([NH2:18])[C:12]1[CH:17]=[CH:16][CH:15]=[CH:14][CH:13]=1, predict the reaction product. The product is: [CH2:11]([NH:18][C:2]1[C:7]([N+:8]([O-:10])=[O:9])=[CH:6][CH:5]=[CH:4][N:3]=1)[C:12]1[CH:17]=[CH:16][CH:15]=[CH:14][CH:13]=1. (8) Given the reactants Br[C:2]1[C:10]([O:11][CH3:12])=[C:9]([C:13]([CH3:16])([CH3:15])[CH3:14])[CH:8]=[C:7]2[C:3]=1[CH2:4][CH:5]([CH3:18])[C:6]2=[O:17].[C:19]([C:23]1[CH:28]=[CH:27][C:26](B(O)O)=[CH:25][CH:24]=1)([CH3:22])([CH3:21])[CH3:20].C([O-])([O-])=O.[Na+].[Na+].C1C=CC(P(C2C=CC=CC=2)C2C=CC=CC=2)=CC=1, predict the reaction product. The product is: [C:13]([C:9]1[CH:8]=[C:7]2[C:3]([CH2:4][CH:5]([CH3:18])[C:6]2=[O:17])=[C:2]([C:26]2[CH:27]=[CH:28][C:23]([C:19]([CH3:22])([CH3:21])[CH3:20])=[CH:24][CH:25]=2)[C:10]=1[O:11][CH3:12])([CH3:16])([CH3:15])[CH3:14].